From a dataset of Full USPTO retrosynthesis dataset with 1.9M reactions from patents (1976-2016). Predict the reactants needed to synthesize the given product. (1) Given the product [OH:8][CH2:9][C@@H:10]1[N:15]([C:16]2[CH:21]=[CH:20][C:19]([C:22]([OH:31])([C:23]([F:24])([F:25])[F:26])[C:27]([F:28])([F:29])[F:30])=[CH:18][CH:17]=2)[CH2:14][CH2:13][N:12]([C:32]([O:34][C:35]([CH3:38])([CH3:37])[CH3:36])=[O:33])[CH2:11]1, predict the reactants needed to synthesize it. The reactants are: C([O:8][CH2:9][C@@H:10]1[N:15]([C:16]2[CH:21]=[CH:20][C:19]([C:22]([OH:31])([C:27]([F:30])([F:29])[F:28])[C:23]([F:26])([F:25])[F:24])=[CH:18][CH:17]=2)[CH2:14][CH2:13][N:12]([C:32]([O:34][C:35]([CH3:38])([CH3:37])[CH3:36])=[O:33])[CH2:11]1)C1C=CC=CC=1. (2) Given the product [Br:22][C:6]1[CH:7]=[CH:8][C:3]([N:2]([CH3:1])[CH:10]2[CH2:15][CH2:14][O:13][CH2:12][CH2:11]2)=[N:4][CH:5]=1, predict the reactants needed to synthesize it. The reactants are: [CH3:1][N:2]([CH:10]1[CH2:15][CH2:14][O:13][CH2:12][CH2:11]1)[C:3]1[CH:8]=[CH:7][C:6](N)=[CH:5][N:4]=1.N([O-])=O.[Na+].[OH-].[Na+].[BrH:22]. (3) Given the product [NH2:1][C:2]1[N:3]=[C:4]([N:19]2[CH2:24][CH2:23][N:22]([C:25](=[O:35])[CH2:26][O:27][C:28]3[CH:29]=[CH:30][C:31]([Cl:34])=[CH:32][CH:33]=3)[CH2:21][CH2:20]2)[C:5]2[N:10]=[C:9]([CH:11]([C:12]3[CH:17]=[CH:16][C:15]([Cl:18])=[CH:14][CH:13]=3)[CH3:38])[S:8][C:6]=2[N:7]=1, predict the reactants needed to synthesize it. The reactants are: [NH2:1][C:2]1[N:3]=[C:4]([N:19]2[CH2:24][CH2:23][N:22]([C:25](=[O:35])[CH2:26][O:27][C:28]3[CH:33]=[CH:32][C:31]([Cl:34])=[CH:30][CH:29]=3)[CH2:21][CH2:20]2)[C:5]2[N:10]=[C:9]([CH2:11][C:12]3[CH:17]=[CH:16][C:15]([Cl:18])=[CH:14][CH:13]=3)[S:8][C:6]=2[N:7]=1.[OH-].[Na+].[CH3:38]I. (4) Given the product [CH3:30][N:31]1[CH:35]=[C:34]([C:2]2[CH:3]=[CH:4][C:5]([C:8]3[N:13]=[C:12]([C:14]4[CH:15]=[N:16][N:17]([CH2:19][O:20][CH2:21][CH2:22][Si:23]([CH3:25])([CH3:24])[CH3:26])[CH:18]=4)[N:11]4[CH:27]=[CH:28][N:29]=[C:10]4[CH:9]=3)=[CH:6][CH:7]=2)[CH:33]=[N:32]1, predict the reactants needed to synthesize it. The reactants are: Br[C:2]1[CH:7]=[CH:6][C:5]([C:8]2[N:13]=[C:12]([C:14]3[CH:15]=[N:16][N:17]([CH2:19][O:20][CH2:21][CH2:22][Si:23]([CH3:26])([CH3:25])[CH3:24])[CH:18]=3)[N:11]3[CH:27]=[CH:28][N:29]=[C:10]3[CH:9]=2)=[CH:4][CH:3]=1.[CH3:30][N:31]1[CH:35]=[C:34](B2OC(C)(C)C(C)(C)O2)[CH:33]=[N:32]1.P([O-])([O-])([O-])=O.[K+].[K+].[K+].C1(P(C2CCCCC2)C2C=CC=CC=2C2C(C(C)C)=CC(C(C)C)=CC=2C(C)C)CCCCC1.O. (5) Given the product [S:19]1[C:20]2[CH:26]=[CH:25][CH:24]=[CH:23][C:21]=2[N:22]=[C:18]1[C:16](=[O:17])[CH2:15][CH2:14][CH:11]1[CH2:12][CH2:13][N:8]([CH2:7][C:1]2[CH:6]=[CH:5][CH:4]=[CH:3][CH:2]=2)[CH2:9][CH2:10]1, predict the reactants needed to synthesize it. The reactants are: [C:1]1([CH2:7][N:8]2[CH2:13][CH2:12][CH:11]([CH:14]=[CH:15][C:16]([C:18]3[S:19][C:20]4[CH:26]=[CH:25][CH:24]=[CH:23][C:21]=4[N:22]=3)=[O:17])[CH2:10][CH2:9]2)[CH:6]=[CH:5][CH:4]=[CH:3][CH:2]=1. (6) Given the product [Cl:1][C:2]1[CH:3]=[CH:4][C:5]([C:33]#[N:34])=[C:6]([C:8]2[C:13]([O:14][CH3:15])=[CH:12][N:11]([CH:16]([CH2:24][C:25]3([C:28]([F:30])([F:31])[F:29])[CH2:26][CH2:27]3)[C:17]([OH:19])=[O:18])[C:10](=[O:32])[CH:9]=2)[CH:7]=1, predict the reactants needed to synthesize it. The reactants are: [Cl:1][C:2]1[CH:3]=[CH:4][C:5]([C:33]#[N:34])=[C:6]([C:8]2[C:13]([O:14][CH3:15])=[CH:12][N:11]([CH:16]([CH2:24][C:25]3([C:28]([F:31])([F:30])[F:29])[CH2:27][CH2:26]3)[C:17]([O:19]C(C)(C)C)=[O:18])[C:10](=[O:32])[CH:9]=2)[CH:7]=1.C(O)(C(F)(F)F)=O. (7) Given the product [CH3:8][O:9][C:10](=[O:37])[C@H:11]([CH2:23][C:24]1[CH:29]=[CH:28][C:27]([C:30]2[CH:35]=[CH:34][CH:33]=[CH:32][C:31]=2[N:43]([CH3:42])[CH3:2])=[CH:26][CH:25]=1)[NH:12][C:13](=[O:22])[C:14]1[C:19]([Cl:20])=[CH:18][CH:17]=[CH:16][C:15]=1[Cl:21], predict the reactants needed to synthesize it. The reactants are: O[C:2](C(F)(F)F)=O.[CH3:8][O:9][C:10](=[O:37])[C@H:11]([CH2:23][C:24]1[CH:29]=[CH:28][C:27]([C:30]2[CH:35]=[CH:34][CH:33]=[CH:32][C:31]=2N)=[CH:26][CH:25]=1)[NH:12][C:13](=[O:22])[C:14]1[C:19]([Cl:20])=[CH:18][CH:17]=[CH:16][C:15]=1[Cl:21].C=O.Cl.[BH3-][C:42]#[N:43].[Na+].C([O-])(O)=O.[Na+]. (8) Given the product [Br:1][C:2]1[CH:3]=[N:4][C:5]([N:12]2[CH2:13][CH2:14][CH2:15][C@H:11]2[C:10]([F:17])([F:16])[F:9])=[N:6][CH:7]=1, predict the reactants needed to synthesize it. The reactants are: [Br:1][C:2]1[CH:3]=[N:4][C:5](Cl)=[N:6][CH:7]=1.[F:9][C:10]([F:17])([F:16])[C@@H:11]1[CH2:15][CH2:14][CH2:13][NH:12]1.C(=O)([O-])[O-].[K+].[K+].C(O)(CC)(C)C. (9) The reactants are: Br[C:2]1[CH:7]=[CH:6][C:5]([N:8]2[C:20]3[CH:19]=[CH:18][CH:17]=[CH:16][C:15]=3[C:14]3[C:9]2=[CH:10][CH:11]=[CH:12][CH:13]=3)=[CH:4][CH:3]=1.C([O-])([O-])=O.[K+].[K+].O1[CH2:32][CH2:31][O:30][CH2:29]C1. Given the product [CH3:29][O:30][C:31]1[CH:32]=[CH:4][C:3]([C:2]2[CH:7]=[CH:6][C:5]([N:8]3[C:9]4[CH:10]=[CH:11][CH:12]=[CH:13][C:14]=4[C:15]4[C:20]3=[CH:19][CH:18]=[CH:17][CH:16]=4)=[CH:4][CH:3]=2)=[CH:2][CH:7]=1, predict the reactants needed to synthesize it. (10) Given the product [Br:7][C:4]1[S:3][C:2]([N:8]2[CH2:13][CH2:12][NH:11][CH2:10][CH2:9]2)=[N:6][CH:5]=1, predict the reactants needed to synthesize it. The reactants are: Br[C:2]1[S:3][C:4]([Br:7])=[CH:5][N:6]=1.[NH:8]1[CH2:13][CH2:12][NH:11][CH2:10][CH2:9]1.C(N(CC)CC)C.